This data is from Catalyst prediction with 721,799 reactions and 888 catalyst types from USPTO. The task is: Predict which catalyst facilitates the given reaction. (1) The catalyst class is: 6. Product: [Cl:13][CH2:14][CH2:15][CH2:16][CH2:17][C:18]([C:9]1[O:10][C:6]2[CH:5]=[CH:4][C:3]([O:2][CH3:1])=[CH:12][C:7]=2[C:8]=1[CH3:11])=[O:19]. Reactant: [CH3:1][O:2][C:3]1[CH:4]=[CH:5][C:6]2[O:10][CH:9]=[C:8]([CH3:11])[C:7]=2[CH:12]=1.[Cl:13][CH2:14][CH2:15][CH2:16][CH2:17][C:18](Cl)=[O:19].[N+](C)([O-])=O.[Cl-].[Al+3].[Cl-].[Cl-]. (2) Reactant: [F:1][C:2]1[N:7]=[C:6]2[NH:8][CH:9]=[CH:10][C:5]2=[CH:4][CH:3]=1.[C:11](=O)([O-])[O-].[K+].[K+].CI.O. Product: [F:1][C:2]1[N:7]=[C:6]2[N:8]([CH3:11])[CH:9]=[CH:10][C:5]2=[CH:4][CH:3]=1. The catalyst class is: 9. (3) Reactant: Cl[C:2]1[C:21]([C:22]#[N:23])=[CH:20][C:5]([C:6]([NH:8][C:9]2[CH:14]=[CH:13][C:12]([O:15][C:16]([F:19])([F:18])[F:17])=[CH:11][CH:10]=2)=[O:7])=[CH:4][N:3]=1.[NH:24]1[CH2:28][CH2:27][C@@H:26]([OH:29])[CH2:25]1.CCN(C(C)C)C(C)C. Product: [C:22]([C:21]1[C:2]([N:24]2[CH2:28][CH2:27][C@@H:26]([OH:29])[CH2:25]2)=[N:3][CH:4]=[C:5]([CH:20]=1)[C:6]([NH:8][C:9]1[CH:14]=[CH:13][C:12]([O:15][C:16]([F:19])([F:18])[F:17])=[CH:11][CH:10]=1)=[O:7])#[N:23]. The catalyst class is: 41. (4) Reactant: [Cl:1][C:2]1[CH:3]=[C:4]([CH:8]=[CH:9][C:10]=1[CH3:11])[C:5]([OH:7])=O.C1N=CN(C(N2C=NC=C2)=O)C=1.Cl.[NH2:25][CH2:26][C:27]1[CH:28]=[C:29]2[C:33](=[CH:34][CH:35]=1)[C:32](=[O:36])[N:31]([CH:37]1[CH2:42][CH2:41][C:40](=[O:43])[NH:39][C:38]1=[O:44])[CH2:30]2.O. Product: [Cl:1][C:2]1[CH:3]=[C:4]([CH:8]=[CH:9][C:10]=1[CH3:11])[C:5]([NH:25][CH2:26][C:27]1[CH:28]=[C:29]2[C:33](=[CH:34][CH:35]=1)[C:32](=[O:36])[N:31]([CH:37]1[CH2:42][CH2:41][C:40](=[O:43])[NH:39][C:38]1=[O:44])[CH2:30]2)=[O:7]. The catalyst class is: 3. (5) Reactant: [CH2:1]([N:8]1[CH2:12][C@H:11]([CH3:13])[C@@H:10]([C:14]([NH:16][CH:17]2[CH2:19][CH2:18]2)=O)[CH2:9]1)[C:2]1[CH:7]=[CH:6][CH:5]=[CH:4][CH:3]=1.C([O-])([O-])=O.[Na+].[Na+]. Product: [CH2:1]([N:8]1[CH2:12][C@H:11]([CH3:13])[C@@H:10]([CH2:14][NH:16][CH:17]2[CH2:19][CH2:18]2)[CH2:9]1)[C:2]1[CH:3]=[CH:4][CH:5]=[CH:6][CH:7]=1. The catalyst class is: 11. (6) Reactant: [F:1][C:2]1[CH:10]=[CH:9][CH:8]=[C:7]([N+:11]([O-:13])=[O:12])[C:3]=1[C:4]([NH2:6])=[O:5].CC1(C)C2C(=C(P(C3C=CC=CC=3)C3C=CC=CC=3)C=CC=2)OC2C(P(C3C=CC=CC=3)C3C=CC=CC=3)=CC=CC1=2.C(=O)([O-])[O-].[Cs+].[Cs+].Br[C:63]1[CH:68]=[CH:67][CH:66]=[C:65]([O:69][CH2:70][C:71]([F:77])([F:76])[C:72]([F:75])([F:74])[F:73])[CH:64]=1. Product: [F:1][C:2]1[CH:10]=[CH:9][CH:8]=[C:7]([N+:11]([O-:13])=[O:12])[C:3]=1[C:4]([NH:6][C:67]1[CH:68]=[CH:63][CH:64]=[C:65]([O:69][CH2:70][C:71]([F:76])([F:77])[C:72]([F:74])([F:75])[F:73])[CH:66]=1)=[O:5]. The catalyst class is: 160. (7) Reactant: [NH:1]1[C:9]2[C:4](=[N+:5]([O-])[CH:6]=[CH:7][CH:8]=2)[CH:3]=[CH:2]1.P(Cl)(Cl)([Cl:13])=O. The catalyst class is: 6. Product: [Cl:13][C:8]1[CH:7]=[CH:6][N:5]=[C:4]2[CH:3]=[CH:2][NH:1][C:9]=12. (8) Reactant: [Br:1][C:2]1([C:5]([OH:7])=O)[CH2:4][CH2:3]1.Cl.[NH2:9][CH2:10][C:11](=[O:15])[CH2:12][CH2:13][CH3:14].C1(N=C=NC2CCCCC2)CCCCC1.C(N(CC)CC)C. Product: [Br:1][C:2]1([C:5]([NH:9][CH2:10][C:11](=[O:15])[CH2:12][CH2:13][CH3:14])=[O:7])[CH2:4][CH2:3]1. The catalyst class is: 2. (9) Reactant: [F:1][C:2]1[CH:3]=[C:4]([CH2:9][C:10]([O:12][CH3:13])=[O:11])[CH:5]=[CH:6][C:7]=1[OH:8].[F:14][C:15]([F:28])([F:27])[S:16](O[S:16]([C:15]([F:28])([F:27])[F:14])(=[O:18])=[O:17])(=[O:18])=[O:17]. The catalyst class is: 17. Product: [F:1][C:2]1[CH:3]=[C:4]([CH2:9][C:10]([O:12][CH3:13])=[O:11])[CH:5]=[CH:6][C:7]=1[O:8][S:16]([C:15]([F:28])([F:27])[F:14])(=[O:18])=[O:17].